This data is from NCI-60 drug combinations with 297,098 pairs across 59 cell lines. The task is: Regression. Given two drug SMILES strings and cell line genomic features, predict the synergy score measuring deviation from expected non-interaction effect. (1) Drug 1: C1=CN(C(=O)N=C1N)C2C(C(C(O2)CO)O)O.Cl. Drug 2: C(CC(=O)O)C(=O)CN.Cl. Cell line: U251. Synergy scores: CSS=36.9, Synergy_ZIP=-7.36, Synergy_Bliss=-1.14, Synergy_Loewe=-45.5, Synergy_HSA=1.66. (2) Drug 1: CC12CCC3C(C1CCC2OP(=O)(O)O)CCC4=C3C=CC(=C4)OC(=O)N(CCCl)CCCl.[Na+]. Drug 2: N.N.Cl[Pt+2]Cl. Cell line: IGROV1. Synergy scores: CSS=70.4, Synergy_ZIP=-2.54, Synergy_Bliss=-0.965, Synergy_Loewe=-0.110, Synergy_HSA=2.97. (3) Drug 1: CCC1=CC2CC(C3=C(CN(C2)C1)C4=CC=CC=C4N3)(C5=C(C=C6C(=C5)C78CCN9C7C(C=CC9)(C(C(C8N6C)(C(=O)OC)O)OC(=O)C)CC)OC)C(=O)OC.C(C(C(=O)O)O)(C(=O)O)O. Drug 2: C1CN1P(=S)(N2CC2)N3CC3. Cell line: LOX IMVI. Synergy scores: CSS=47.8, Synergy_ZIP=-12.0, Synergy_Bliss=-8.05, Synergy_Loewe=-4.74, Synergy_HSA=-3.23.